This data is from Peptide-MHC class I binding affinity with 185,985 pairs from IEDB/IMGT. The task is: Regression. Given a peptide amino acid sequence and an MHC pseudo amino acid sequence, predict their binding affinity value. This is MHC class I binding data. (1) The peptide sequence is LAYARGQAM. The MHC is HLA-B27:05 with pseudo-sequence HLA-B27:05. The binding affinity (normalized) is 0.0847. (2) The peptide sequence is WVRQAPGKGL. The MHC is HLA-B08:01 with pseudo-sequence HLA-B08:01. The binding affinity (normalized) is 0.271. (3) The binding affinity (normalized) is 0. The MHC is HLA-A24:02 with pseudo-sequence HLA-A24:02. The peptide sequence is FNAPALQEAY. (4) The peptide sequence is VCFMYSDFH. The MHC is HLA-A68:01 with pseudo-sequence HLA-A68:01. The binding affinity (normalized) is 0.199. (5) The peptide sequence is HIPEVCLKW. The MHC is HLA-A69:01 with pseudo-sequence HLA-A69:01. The binding affinity (normalized) is 0.0847. (6) The MHC is HLA-B15:09 with pseudo-sequence HLA-B15:09. The peptide sequence is IHSDQLSKF. The binding affinity (normalized) is 0.186. (7) The peptide sequence is HTLWKAGILY. The MHC is HLA-A03:01 with pseudo-sequence HLA-A03:01. The binding affinity (normalized) is 0.490.